This data is from Peptide-MHC class I binding affinity with 185,985 pairs from IEDB/IMGT. The task is: Regression. Given a peptide amino acid sequence and an MHC pseudo amino acid sequence, predict their binding affinity value. This is MHC class I binding data. (1) The peptide sequence is MYQYIFLSF. The MHC is HLA-A02:03 with pseudo-sequence HLA-A02:03. The binding affinity (normalized) is 0.0847. (2) The peptide sequence is MRIPVERTL. The MHC is HLA-B58:01 with pseudo-sequence HLA-B58:01. The binding affinity (normalized) is 0.0847. (3) The peptide sequence is TIHLATAPK. The MHC is HLA-A02:03 with pseudo-sequence HLA-A02:03. The binding affinity (normalized) is 0.296.